Dataset: Full USPTO retrosynthesis dataset with 1.9M reactions from patents (1976-2016). Task: Predict the reactants needed to synthesize the given product. (1) Given the product [CH2:16]([O:18][C:19]([N:21]1[CH2:26][CH2:25][N:24]([C:27]([CH:29]([NH:36][C:1]([C:4]2[CH:13]=[C:12]([O:14][CH3:15])[C:11]3[C:6](=[CH:7][CH:8]=[CH:9][CH:10]=3)[N:5]=2)=[O:3])[CH2:30][C:31]2[N:32]=[CH:33][NH:34][CH:35]=2)=[O:28])[CH2:23][CH2:22]1)=[O:20])[CH3:17], predict the reactants needed to synthesize it. The reactants are: [C:1]([C:4]1[CH:13]=[C:12]([O:14][CH3:15])[C:11]2[C:6](=[CH:7][CH:8]=[CH:9][CH:10]=2)[N:5]=1)([OH:3])=O.[CH2:16]([O:18][C:19]([N:21]1[CH2:26][CH2:25][N:24]([C:27]([CH:29]([NH2:36])[CH2:30][C:31]2[N:32]=[CH:33][NH:34][CH:35]=2)=[O:28])[CH2:23][CH2:22]1)=[O:20])[CH3:17].CCN=C=NCCCN(C)C.C1C=CC2N(O)N=NC=2C=1. (2) Given the product [OH:1][C:2]1[CH:3]=[C:4]2[C:9](=[CH:10][CH:11]=1)[CH:8]=[C:7]([C:12]([N:20]1[CH2:21][CH2:22][CH:17]([O:16][CH3:15])[CH2:18][CH2:19]1)=[O:14])[CH:6]=[CH:5]2, predict the reactants needed to synthesize it. The reactants are: [OH:1][C:2]1[CH:3]=[C:4]2[C:9](=[CH:10][CH:11]=1)[CH:8]=[C:7]([C:12]([OH:14])=O)[CH:6]=[CH:5]2.[CH3:15][O:16][CH:17]1[CH2:22][CH2:21][NH:20][CH2:19][CH2:18]1. (3) Given the product [C:1]([C:5]1[S:6][C:7]([CH2:14][NH:15][C:16]2[CH:21]=[CH:20][CH:19]=[C:18]([C:22]3[CH:27]=[C:26]([NH:28][C:29]4[CH:34]=[CH:33][N:32]=[CH:31][N:30]=4)[C:25](=[O:35])[N:24]([CH3:36])[CH:23]=3)[C:17]=2[CH2:37][O:38][Si:39]([C:42]([CH3:45])([CH3:44])[CH3:43])([CH3:41])[CH3:40])=[C:8]([C:10]([OH:12])=[O:11])[N:9]=1)([CH3:4])([CH3:2])[CH3:3], predict the reactants needed to synthesize it. The reactants are: [C:1]([C:5]1[S:6][C:7]([CH2:14][NH:15][C:16]2[CH:21]=[CH:20][CH:19]=[C:18]([C:22]3[CH:27]=[C:26]([NH:28][C:29]4[CH:34]=[CH:33][N:32]=[CH:31][N:30]=4)[C:25](=[O:35])[N:24]([CH3:36])[CH:23]=3)[C:17]=2[CH2:37][O:38][Si:39]([C:42]([CH3:45])([CH3:44])[CH3:43])([CH3:41])[CH3:40])=[C:8]([C:10]([O:12]C)=[O:11])[N:9]=1)([CH3:4])([CH3:3])[CH3:2].[OH-].[Li+]. (4) The reactants are: [Mg].II.COS(=O)(=O)[O:7][CH3:8].BrBr.Br[C:14]1[CH:21]=[CH:20][CH:19]=[CH:18][C:15]=1[CH:16]=O.Cl. Given the product [CH3:16][C:15]1[CH:18]=[CH:19][CH:20]=[CH:21][C:14]=1[CH:8]=[O:7], predict the reactants needed to synthesize it. (5) Given the product [CH3:1][S:2][CH2:3][CH2:4][O:5][CH:6]([CH3:10])[C:7]([O:9][CH3:11])=[O:8], predict the reactants needed to synthesize it. The reactants are: [CH3:1][S:2][CH2:3][CH2:4][O:5][CH:6]([CH3:10])[C:7]([OH:9])=[O:8].[C:11](Cl)(=O)C(Cl)=O. (6) The reactants are: FC1C=CC=CC=1CCN[C:11]([CH2:13][CH2:14][CH2:15][C:16]([OH:18])=[O:17])=[O:12].[CH2:19]([C:26]1([N:33]([CH3:35])[CH3:34])[CH2:31][CH2:30][CH:29]([NH2:32])[CH2:28][CH2:27]1)[C:20]1[CH:25]=[CH:24][CH:23]=[CH:22][CH:21]=1.CC(N=C=NC(C)C)C.ON1C2C=CC=CC=2N=N1. Given the product [CH2:19]([C:26]1([N:33]([CH3:34])[CH3:35])[CH2:31][CH2:30][CH:29]([NH:32][C:11](=[O:12])[CH2:13][CH2:14][CH2:15][C:16]([OH:18])=[O:17])[CH2:28][CH2:27]1)[C:20]1[CH:25]=[CH:24][CH:23]=[CH:22][CH:21]=1, predict the reactants needed to synthesize it. (7) Given the product [CH3:36][C:31]([N:37]([CH3:41])[CH2:38][CH2:39][CH3:40])([CH3:32])[C:29]([C:26]1[CH:27]=[CH:28][C:23]([S:22][CH3:21])=[CH:24][CH:25]=1)=[O:30], predict the reactants needed to synthesize it. The reactants are: COC1(C2C=CC(SC)=CC=2)C(C)(C)O1.CNCCC.[CH3:21][S:22][C:23]1[CH:28]=[CH:27][C:26]([C:29]([C:31]2([N:37]3[CH2:41][CH2:40][CH2:39][CH2:38]3)[CH2:36]CCC[CH2:32]2)=[O:30])=[CH:25][CH:24]=1. (8) The reactants are: [Cl:1][C:2]1[CH:3]=[CH:4][C:5]([C:8]([OH:10])=O)=[N:6][CH:7]=1.[Cl-].COC1N=C(OC)N=C([N+]2(C)CCOCC2)N=1.[NH2:29][C:30]1[CH:31]=[C:32]([C:36]2([CH3:46])[CH2:41][N:40]3[CH:42]=[CH:43][N:44]=[C:39]3[C:38]([NH2:45])=[N:37]2)[CH:33]=[CH:34][CH:35]=1.C([O-])([O-])=O.[Na+].[Na+]. Given the product [NH2:45][C:38]1[C:39]2[N:40]([CH:42]=[CH:43][N:44]=2)[CH2:41][C:36]([C:32]2[CH:31]=[C:30]([NH:29][C:8]([C:5]3[CH:4]=[CH:3][C:2]([Cl:1])=[CH:7][N:6]=3)=[O:10])[CH:35]=[CH:34][CH:33]=2)([CH3:46])[N:37]=1, predict the reactants needed to synthesize it.